The task is: Regression. Given a peptide amino acid sequence and an MHC pseudo amino acid sequence, predict their binding affinity value. This is MHC class II binding data.. This data is from Peptide-MHC class II binding affinity with 134,281 pairs from IEDB. (1) The peptide sequence is SAIRAAPEAARSLAS. The MHC is HLA-DPA10201-DPB10501 with pseudo-sequence HLA-DPA10201-DPB10501. The binding affinity (normalized) is 0.0356. (2) The peptide sequence is MTDPHAMRDMAGRFE. The MHC is HLA-DPA10301-DPB10402 with pseudo-sequence HLA-DPA10301-DPB10402. The binding affinity (normalized) is 0.0484. (3) The peptide sequence is RQAEPSLYGRHNCRC. The MHC is DRB5_0101 with pseudo-sequence DRB5_0101. The binding affinity (normalized) is 0.